Dataset: Reaction yield outcomes from USPTO patents with 853,638 reactions. Task: Predict the reaction yield, written as a fraction of the theoretical maximum amount of product (1.0 means a 100% yield; for example, 0.34 means a 34% yield). (1) The reactants are [NH:1]([C:13]([O:15][CH2:16][CH:17]1[C:29]2[C:24](=[CH:25][CH:26]=[CH:27][CH:28]=2)[C:23]2[C:18]1=[CH:19][CH:20]=[CH:21][CH:22]=2)=[O:14])[C@H:2]([C:5]([O:7][CH2:8][C:9]([Cl:12])([Cl:11])[Cl:10])=[O:6])[CH2:3][OH:4].N(C(OCC1C2C(=CC=CC=2)C2C1=CC=CC=2)=O)[C@H:31](C(O)=O)[C@@H](C)OC(C)(C)C. No catalyst specified. The product is [NH:1]([C:13]([O:15][CH2:16][CH:17]1[C:18]2[C:23](=[CH:22][CH:21]=[CH:20][CH:19]=2)[C:24]2[C:29]1=[CH:28][CH:27]=[CH:26][CH:25]=2)=[O:14])[C@H:2]([C:5]([O:7][CH2:8][C:9]([Cl:10])([Cl:11])[Cl:12])=[O:6])[C@@H:3]([CH3:31])[OH:4]. The yield is 0.680. (2) The reactants are [Br:1][C:2]1[CH:3]=[C:4]2[C:9](=[CH:10][CH:11]=1)[N:8]=[CH:7][CH:6]=[C:5]2I.CC1(C)C(C)(C)OB([C:21]2[CH:22]=[N:23][NH:24][CH:25]=2)O1.C(=O)([O-])[O-].[K+].[K+]. The catalyst is O1CCOCC1.C1C=CC([PH+]([C]2[CH][CH][CH][CH]2)C2C=CC=CC=2)=CC=1.C1C=CC([PH+]([C]2[CH][CH][CH][CH]2)C2C=CC=CC=2)=CC=1.C(Cl)Cl.Cl[Pd]Cl.[Fe]. The product is [Br:1][C:2]1[CH:3]=[C:4]2[C:9](=[CH:10][CH:11]=1)[N:8]=[CH:7][CH:6]=[C:5]2[C:21]1[CH:22]=[N:23][NH:24][CH:25]=1. The yield is 0.340. (3) The reactants are C([O:3][C:4]([C:6]1[CH:7]=[C:8]2[C:17](=[CH:18][CH:19]=1)[C:16]1[N:12]([CH:13]=[C:14]([C:20]3[N:24]([CH2:25][CH2:26][OH:27])[N:23]=[CH:22][N:21]=3)[N:15]=1)[CH2:11][CH2:10][O:9]2)=[CH2:5])C.C1(C)C=CC(S(O)(=O)=O)=CC=1. The product is [OH:27][CH2:26][CH2:25][N:24]1[C:20]([C:14]2[N:15]=[C:16]3[N:12]([CH:13]=2)[CH2:11][CH2:10][O:9][C:8]2[C:17]3=[CH:18][CH:19]=[C:6]([C:4](=[O:3])[CH3:5])[CH:7]=2)=[N:21][CH:22]=[N:23]1. The yield is 0.810. The catalyst is CC(C)=O. (4) The reactants are [CH2:1]([O:8]CC1C=CC=CC=1)[C:2]1C=CC=[CH:4][CH:3]=1.[CH2:16]([SH:18])C.B(F)(F)F.C[CH2:24][O:25][CH2:26][CH3:27]. The catalyst is C(Cl)Cl. The product is [CH3:24][O:25][C:26]1[CH:27]=[C:1]([OH:8])[CH:2]=[CH:3][C:4]=1[S:18][CH3:16]. The yield is 0.280. (5) The yield is 0.180. The reactants are [OH:1][C@@:2]1([C:9]#[C:10][C:11]2[CH:12]=[C:13]([N:17]3[C:21]4=[N:22][C:23]([CH3:26])=[N:24][CH:25]=[C:20]4[C:19]([C:27]([O:29]CC)=O)=[N:18]3)[CH:14]=[CH:15][CH:16]=2)[CH2:6][CH2:5][N:4]([CH3:7])[C:3]1=[O:8].[NH3:32]. The product is [OH:1][C@@:2]1([C:9]#[C:10][C:11]2[CH:12]=[C:13]([N:17]3[C:21]4=[N:22][C:23]([CH3:26])=[N:24][CH:25]=[C:20]4[C:19]([C:27]([NH2:32])=[O:29])=[N:18]3)[CH:14]=[CH:15][CH:16]=2)[CH2:6][CH2:5][N:4]([CH3:7])[C:3]1=[O:8]. No catalyst specified. (6) The reactants are [NH2:1][C:2]1[N:10]=[CH:9][N:8]=[C:7]2[C:3]=1[N:4]([C:27]1[CH:36]=[CH:35][C:30]([C:31]([O:33]C)=[O:32])=[CH:29][CH:28]=1)[C:5](=[O:26])[N:6]2[C:11]1[CH:16]=[CH:15][CH:14]=[C:13]([N:17]([C:19]([O:21][C:22]([CH3:25])([CH3:24])[CH3:23])=[O:20])[CH3:18])[CH:12]=1.O.O[Li].O.Cl. The catalyst is C1COCC1.CCOC(C)=O. The product is [NH2:1][C:2]1[N:10]=[CH:9][N:8]=[C:7]2[C:3]=1[N:4]([C:27]1[CH:28]=[CH:29][C:30]([C:31]([OH:33])=[O:32])=[CH:35][CH:36]=1)[C:5](=[O:26])[N:6]2[C:11]1[CH:16]=[CH:15][CH:14]=[C:13]([N:17]([C:19]([O:21][C:22]([CH3:24])([CH3:25])[CH3:23])=[O:20])[CH3:18])[CH:12]=1. The yield is 0.800.